Dataset: Reaction yield outcomes from USPTO patents with 853,638 reactions. Task: Predict the reaction yield, written as a fraction of the theoretical maximum amount of product (1.0 means a 100% yield; for example, 0.34 means a 34% yield). (1) The reactants are [ClH:1].Cl.FC1C=CC(C2C=NC(N3CCNCC3)=NC=2)=CC=1.C(OC([N:29]1[CH2:34][CH2:33][N:32]([C:35]2[N:40]=[CH:39][C:38]([C:41]3[CH:42]=[N:43][CH:44]=[CH:45][CH:46]=3)=[CH:37][N:36]=2)[CH2:31][CH2:30]1)=O)(C)(C)C. No catalyst specified. The product is [ClH:1].[ClH:1].[ClH:1].[N:32]1([C:35]2[N:40]=[CH:39][C:38]([C:41]3[CH:42]=[N:43][CH:44]=[CH:45][CH:46]=3)=[CH:37][N:36]=2)[CH2:31][CH2:30][NH:29][CH2:34][CH2:33]1. The yield is 0.960. (2) The reactants are C(=O)([O-])[O-].[Cs+].[Cs+].[F:7][C:8]([F:21])([F:20])[C:9]1[CH:14]=[CH:13][C:12]([CH:15]2[CH2:19][CH2:18][CH2:17][NH:16]2)=[CH:11][CH:10]=1.Br[C:23]1[CH:28]=[C:27]([CH3:29])[C:26]([NH:30][C:31](=[O:38])[CH2:32][CH:33]2[CH2:37][CH2:36][CH2:35][CH2:34]2)=[C:25]([CH3:39])[CH:24]=1.C(=O)(O)[O-].[Na+]. No catalyst specified. The product is [CH:33]1([CH2:32][C:31]([NH:30][C:26]2[C:25]([CH3:39])=[CH:24][C:23]([N:16]3[CH2:17][CH2:18][CH2:19][CH:15]3[C:12]3[CH:13]=[CH:14][C:9]([C:8]([F:7])([F:20])[F:21])=[CH:10][CH:11]=3)=[CH:28][C:27]=2[CH3:29])=[O:38])[CH2:37][CH2:36][CH2:35][CH2:34]1. The yield is 0.270.